From a dataset of NCI-60 drug combinations with 297,098 pairs across 59 cell lines. Regression. Given two drug SMILES strings and cell line genomic features, predict the synergy score measuring deviation from expected non-interaction effect. (1) Synergy scores: CSS=60.4, Synergy_ZIP=6.15, Synergy_Bliss=6.56, Synergy_Loewe=4.91, Synergy_HSA=4.92. Drug 2: CC1CCCC2(C(O2)CC(NC(=O)CC(C(C(=O)C(C1O)C)(C)C)O)C(=CC3=CSC(=N3)C)C)C. Cell line: HL-60(TB). Drug 1: C1=C(C(=O)NC(=O)N1)N(CCCl)CCCl. (2) Drug 1: CC=C1C(=O)NC(C(=O)OC2CC(=O)NC(C(=O)NC(CSSCCC=C2)C(=O)N1)C(C)C)C(C)C. Drug 2: C1=NNC2=C1C(=O)NC=N2. Cell line: SK-MEL-2. Synergy scores: CSS=52.7, Synergy_ZIP=3.23, Synergy_Bliss=-0.973, Synergy_Loewe=-44.7, Synergy_HSA=-0.816. (3) Drug 1: CC(C)CN1C=NC2=C1C3=CC=CC=C3N=C2N. Cell line: BT-549. Synergy scores: CSS=14.4, Synergy_ZIP=-3.90, Synergy_Bliss=-0.728, Synergy_Loewe=-4.91, Synergy_HSA=-3.40. Drug 2: C1C(C(OC1N2C=NC(=NC2=O)N)CO)O. (4) Synergy scores: CSS=45.5, Synergy_ZIP=1.89, Synergy_Bliss=2.25, Synergy_Loewe=1.71, Synergy_HSA=3.29. Cell line: NCI-H322M. Drug 2: C1CNP(=O)(OC1)N(CCCl)CCCl. Drug 1: COC1=C(C=C2C(=C1)N=CN=C2NC3=CC(=C(C=C3)F)Cl)OCCCN4CCOCC4.